This data is from Full USPTO retrosynthesis dataset with 1.9M reactions from patents (1976-2016). The task is: Predict the reactants needed to synthesize the given product. (1) Given the product [C:1]([O:4][CH2:5][C:6]1[C:11]([N:21]2[C:33](=[O:34])[C:32]3[S:31][C:30]4[CH2:29][CH2:28][CH2:27][CH2:26][C:25]=4[C:24]=3[CH2:23][CH2:22]2)=[CH:10][C:9]([F:35])=[CH:8][C:7]=1[C:37]1[CH:38]=[C:39]([NH:45][C:46]2[CH:47]=[C:48]([CH:51]3[CH2:52][CH2:53]3)[NH:49][N:50]=2)[C:40](=[O:44])[N:41]([CH3:43])[CH:42]=1)(=[O:3])[CH3:2], predict the reactants needed to synthesize it. The reactants are: [C:1]([O:4][CH2:5][CH:6]1[C:11]([N:21]2[C:33](=[O:34])[C:32]3[S:31][C:30]4[CH2:29][CH2:28][CH2:27][CH2:26][C:25]=4[C:24]=3[CH2:23][CH2:22]2)(B2OC(C)(C)C(C)(C)O2)[CH:10]=[C:9]([F:35])[CH:8]=[CH:7]1)(=[O:3])[CH3:2].Br[C:37]1[CH:38]=[C:39]([NH:45][C:46]2[NH:50][N:49]=[C:48]([CH:51]3[CH2:53][CH2:52]3)[CH:47]=2)[C:40](=[O:44])[N:41]([CH3:43])[CH:42]=1.CC(O[Na])=O.[O-]P([O-])([O-])=O.[K+].[K+].[K+]. (2) Given the product [OH:9][CH2:8][C:6]1[CH:7]=[C:2]([NH:1][C:13](=[O:17])[C:14]([CH3:16])=[CH2:15])[CH:3]=[CH:4][C:5]=1[N+:10]([O-:12])=[O:11], predict the reactants needed to synthesize it. The reactants are: [NH2:1][C:2]1[CH:3]=[CH:4][C:5]([N+:10]([O-:12])=[O:11])=[C:6]([CH2:8][OH:9])[CH:7]=1.[C:13](Cl)(=[O:17])[C:14]([CH3:16])=[CH2:15]. (3) Given the product [I:1][C:2]1[CH:3]=[C:4]2[C:8](=[CH:9][CH:10]=1)[NH:7][C:6](=[O:11])[C:5]2=[N:23][NH:22][C:20](=[O:21])[CH2:19][O:18][C:17]1[CH:24]=[CH:25][C:14]([I:13])=[CH:15][CH:16]=1, predict the reactants needed to synthesize it. The reactants are: [I:1][C:2]1[CH:3]=[C:4]2[C:8](=[CH:9][CH:10]=1)[NH:7][C:6](=[O:11])[C:5]2=O.[I:13][C:14]1[CH:25]=[CH:24][C:17]([O:18][CH2:19][C:20]([NH:22][NH2:23])=[O:21])=[CH:16][CH:15]=1. (4) Given the product [Cl:1][C:2]1[CH:7]=[CH:6][C:5]([C:11]([OH:20])=[O:21])=[CH:4][CH:3]=1.[Cl:1][C:2]1[CH:7]=[CH:6][C:5]([CH3:8])=[CH:4][CH:3]=1, predict the reactants needed to synthesize it. The reactants are: [Cl:1][C:2]1[CH:7]=[CH:6][C:5]([CH3:8])=[CH:4][CH:3]=1.ON1C(=O)N(O)C(=O)N(O)[C:11]1=[O:20].[O:21]=O. (5) Given the product [CH3:18][O:17][C@@H:5]([CH2:6][C:7]1[CH:8]=[CH:9][C:10]([C:13]#[C:14][CH2:15][O:35][C:32]2[CH:31]=[CH:30][C:29]([C:20]([CH3:22])([C:23]3[CH:24]=[CH:25][CH:26]=[CH:27][CH:28]=3)[CH3:21])=[CH:34][CH:33]=2)=[CH:11][CH:12]=1)[C:4]([OH:3])=[O:19], predict the reactants needed to synthesize it. The reactants are: C([O:3][C:4](=[O:19])[C@@H:5]([O:17][CH3:18])[CH2:6][C:7]1[CH:12]=[CH:11][C:10]([C:13]#[C:14][CH2:15]Cl)=[CH:9][CH:8]=1)C.[C:20]([C:29]1[CH:34]=[CH:33][C:32]([OH:35])=[CH:31][CH:30]=1)([C:23]1[CH:28]=[CH:27][CH:26]=[CH:25][CH:24]=1)([CH3:22])[CH3:21].